From a dataset of Forward reaction prediction with 1.9M reactions from USPTO patents (1976-2016). Predict the product of the given reaction. (1) Given the reactants [C:1]([O:5][C:6](=[O:28])[CH2:7][C@H:8]([C:18]1[O:22][N:21]=[C:20]([C:23]([O:25]CC)=O)[N:19]=1)[CH2:9][CH2:10][CH2:11][CH:12]1[CH2:17][CH2:16][CH2:15][CH2:14][CH2:13]1)([CH3:4])([CH3:3])[CH3:2].[CH3:29][N:30]1[CH2:35][CH2:34][NH:33][CH2:32][CH2:31]1, predict the reaction product. The product is: [CH:12]1([CH2:11][CH2:10][CH2:9][C@@H:8]([C:18]2[O:22][N:21]=[C:20]([C:23]([N:33]3[CH2:34][CH2:35][N:30]([CH3:29])[CH2:31][CH2:32]3)=[O:25])[N:19]=2)[CH2:7][C:6]([O:5][C:1]([CH3:4])([CH3:2])[CH3:3])=[O:28])[CH2:17][CH2:16][CH2:15][CH2:14][CH2:13]1. (2) Given the reactants C[O:2][C:3](=[O:36])[CH2:4][C:5]1[C:14]([CH3:15])=[C:13]([CH:16]2[CH2:21][CH2:20][N:19]([C:22](=[O:34])[NH:23][C:24]3[CH:29]=[CH:28][CH:27]=[C:26]([C:30]([F:33])([F:32])[F:31])[CH:25]=3)[CH2:18][CH2:17]2)[C:12]2[C:7](=[CH:8][CH:9]=[C:10]([F:35])[CH:11]=2)[CH:6]=1.O.[OH-].[Li+], predict the reaction product. The product is: [F:35][C:10]1[CH:11]=[C:12]2[C:7](=[CH:8][CH:9]=1)[CH:6]=[C:5]([CH2:4][C:3]([OH:36])=[O:2])[C:14]([CH3:15])=[C:13]2[CH:16]1[CH2:21][CH2:20][N:19]([C:22](=[O:34])[NH:23][C:24]2[CH:29]=[CH:28][CH:27]=[C:26]([C:30]([F:31])([F:33])[F:32])[CH:25]=2)[CH2:18][CH2:17]1.